From a dataset of Full USPTO retrosynthesis dataset with 1.9M reactions from patents (1976-2016). Predict the reactants needed to synthesize the given product. (1) Given the product [CH3:12][O:13][C:14](=[O:24])[C:15]1[CH:20]=[CH:19][C:18]([O:21][CH3:22])=[C:17]([NH:23][C:30](=[NH:31])[C:29]2[CH:32]=[CH:33][C:26]([F:25])=[CH:27][CH:28]=2)[CH:16]=1, predict the reactants needed to synthesize it. The reactants are: C1(C)C=CC(S(O)(=O)=O)=CC=1.[CH3:12][O:13][C:14](=[O:24])[C:15]1[CH:20]=[CH:19][C:18]([O:21][CH3:22])=[C:17]([NH2:23])[CH:16]=1.[F:25][C:26]1[CH:33]=[CH:32][C:29]([C:30]#[N:31])=[CH:28][CH:27]=1.C([O-])(O)=O.[Na+]. (2) The reactants are: NC1(C2C=CC(C3C(=O)C4C(=CC=C(F)C=4)OC=3C3C=CC=CC=3)=CC=2)CCC1.C(OC(=O)[NH:36][C:37]1([C:41]2[CH:46]=[CH:45][C:44]([C:47]3[C:56](=[O:57])[C:55]4[C:50](=[C:51]([C:58]5[C:59]([C:63]([F:66])([F:65])[F:64])=[N:60][NH:61][CH:62]=5)[CH:52]=[CH:53][CH:54]=4)[O:49][C:48]=3[C:67]3[CH:72]=[CH:71][CH:70]=[CH:69][CH:68]=3)=[CH:43][CH:42]=2)[CH2:40][CH2:39][CH2:38]1)(C)(C)C. Given the product [NH2:36][C:37]1([C:41]2[CH:46]=[CH:45][C:44]([C:47]3[C:56](=[O:57])[C:55]4[C:50](=[C:51]([C:58]5[C:59]([C:63]([F:66])([F:65])[F:64])=[N:60][NH:61][CH:62]=5)[CH:52]=[CH:53][CH:54]=4)[O:49][C:48]=3[C:67]3[CH:68]=[CH:69][CH:70]=[CH:71][CH:72]=3)=[CH:43][CH:42]=2)[CH2:38][CH2:39][CH2:40]1, predict the reactants needed to synthesize it. (3) Given the product [OH:4][CH2:5][C:6]([NH:8][C:9]1[C:10]([I:63])=[C:11]([NH:24][C:25]([CH:27]([N:29]([C:32]2[C:37]([I:38])=[C:36]([C:39](=[O:47])[N:40]([CH2:42][CH:43]([OH:46])[CH2:44][OH:45])[CH3:41])[C:35]([I:48])=[C:34]([NH:49][C:50](=[O:61])[CH:51]([OH:57])[CH2:52][OH:53])[C:33]=2[I:62])[CH2:30][CH3:31])[CH3:28])=[O:26])[C:12]([I:23])=[C:13]([N:16]([CH2:18][CH:19]([OH:22])[CH2:20][OH:21])[CH3:17])[C:14]=1[I:15])=[O:7], predict the reactants needed to synthesize it. The reactants are: C([O:4][CH2:5][C:6]([NH:8][C:9]1[C:10]([I:63])=[C:11]([NH:24][C:25]([CH:27]([N:29]([C:32]2[C:37]([I:38])=[C:36]([C:39](=[O:47])[N:40]([CH2:42][CH:43]([OH:46])[CH2:44][OH:45])[CH3:41])[C:35]([I:48])=[C:34]([NH:49][C:50](=[O:61])[CH:51]([O:57]C(=O)C)[CH2:52][O:53]C(=O)C)[C:33]=2[I:62])[CH2:30][CH3:31])[CH3:28])=[O:26])[C:12]([I:23])=[C:13]([N:16]([CH2:18][CH:19]([OH:22])[CH2:20][OH:21])[CH3:17])[C:14]=1[I:15])=[O:7])(=O)C.[OH-].[Na+]. (4) Given the product [NH2:1][C:2]1[C:9]([Br:17])=[CH:8][C:7]([C:10]2[C:15]([Cl:16])=[CH:14][CH:13]=[CH:12][N:11]=2)=[CH:6][C:3]=1[C:4]#[N:5], predict the reactants needed to synthesize it. The reactants are: [NH2:1][C:2]1[CH:9]=[CH:8][C:7]([C:10]2[C:15]([Cl:16])=[CH:14][CH:13]=[CH:12][N:11]=2)=[CH:6][C:3]=1[C:4]#[N:5].[Br:17]N1C(=O)CCC1=O.[OH-].[Na+]. (5) Given the product [CH3:1][O:2][C:3](=[O:33])[CH2:4][CH2:5][N:6]([CH2:22][CH2:23][CH2:24][CH2:25][N:26]([CH2:27][CH2:28][CH3:29])[CH2:30][CH2:31][CH3:32])[CH2:7][C:8]1[CH:9]=[CH:10][C:11]([CH2:14][N:15]([CH2:16][C:17]2[NH:18][CH:19]=[CH:20][N:21]=2)[CH2:48][C:44]2[N:43]([CH3:42])[CH:47]=[CH:46][N:45]=2)=[CH:12][CH:13]=1, predict the reactants needed to synthesize it. The reactants are: [CH3:1][O:2][C:3](=[O:33])[CH2:4][CH2:5][N:6]([CH2:22][CH2:23][CH2:24][CH2:25][N:26]([CH2:30][CH2:31][CH3:32])[CH2:27][CH2:28][CH3:29])[CH2:7][C:8]1[CH:13]=[CH:12][C:11]([CH2:14][NH:15][CH2:16][C:17]2[NH:18][CH:19]=[CH:20][N:21]=2)=[CH:10][CH:9]=1.C([BH3-])#N.[Na+].C(O)(=O)C.[CH3:42][N:43]1[CH:47]=[CH:46][N:45]=[C:44]1[CH:48]=O. (6) Given the product [NH2:13][C:14]1[N:18]([CH2:19][CH3:20])[CH:17]=[N:16][C:15]=1[C:21]([NH:10][C:9]1[CH:8]=[N:27][C:6]([Cl:5])=[CH:12][CH:11]=1)=[O:23], predict the reactants needed to synthesize it. The reactants are: C[Al](C)C.[Cl:5][C:6]1[CH:12]=[CH:11][C:9]([NH2:10])=[CH:8]C=1.[NH2:13][C:14]1[N:18]([CH2:19][CH3:20])[CH:17]=[N:16][C:15]=1[C:21]([O:23]CC)=O.[Cl-].[NH4+:27]. (7) Given the product [CH3:25][O:26][C:27]([C:29]1[CH:38]=[C:37]([OH:39])[C:36]2[C:31](=[C:32]([OH:42])[C:33]([Cl:41])=[CH:34][C:35]=2[Cl:40])[N:30]=1)=[O:28], predict the reactants needed to synthesize it. The reactants are: COC(C1C=C(O)C2C(=C(OCC3C=CC=CC=3)C=CC=2Br)N=1)=O.[CH3:25][O:26][C:27]([C:29]1[CH:38]=[C:37]([OH:39])[C:36]2[C:31](=[C:32]([O:42]CC3C=CC=CC=3)[C:33]([Cl:41])=[CH:34][C:35]=2[Cl:40])[N:30]=1)=[O:28]. (8) Given the product [C:24]([C:2]1[N:3]=[C:4]([O:21][CH3:22])[C:5]([NH:8][S:9]([CH2:12][C:13]2[CH:18]=[C:17]([Cl:19])[CH:16]=[C:15]([Cl:20])[CH:14]=2)(=[O:11])=[O:10])=[N:6][CH:7]=1)#[N:25], predict the reactants needed to synthesize it. The reactants are: Br[C:2]1[N:3]=[C:4]([O:21][CH3:22])[C:5]([NH:8][S:9]([CH2:12][C:13]2[CH:18]=[C:17]([Cl:19])[CH:16]=[C:15]([Cl:20])[CH:14]=2)(=[O:11])=[O:10])=[N:6][CH:7]=1.[Cu][C:24]#[N:25].CCOC(C)=O.N. (9) Given the product [CH3:23][NH:15][C:9]1[CH:10]=[CH:11][C:12]2[C:7]([CH:8]=1)=[N:6][N:5]([CH3:4])[C:13]=2[CH3:14], predict the reactants needed to synthesize it. The reactants are: C[O-].[Na+].[CH3:4][N:5]1[C:13]([CH3:14])=[C:12]2[C:7]([CH:8]=[C:9]([NH2:15])[CH:10]=[CH:11]2)=[N:6]1.C=O.[BH4-].[Na+].[OH-].[Na+].Cl.[CH:23](OC(C)C)(C)C.